From a dataset of Reaction yield outcomes from USPTO patents with 853,638 reactions. Predict the reaction yield, written as a fraction of the theoretical maximum amount of product (1.0 means a 100% yield; for example, 0.34 means a 34% yield). (1) The yield is 0.110. The product is [Cl:17][C:18]1[CH:19]=[C:20]([N:33]2[C:38](=[O:39])[NH:37][C:36](=[O:40])[CH:35]=[N:34]2)[CH:21]=[CH:22][C:23]=1[C:24]([C:25]1[CH:26]=[CH:27][C:28]([Cl:31])=[CH:29][CH:30]=1)([OH:32])[C:14]1[S:15][CH:16]=[C:12]([C:6]2[CH:7]=[CH:8][CH:9]=[CH:10][CH:11]=2)[N:13]=1. The reactants are C([Li])CCC.[C:6]1([C:12]2[N:13]=[CH:14][S:15][CH:16]=2)[CH:11]=[CH:10][CH:9]=[CH:8][CH:7]=1.[Cl:17][C:18]1[CH:19]=[C:20]([N:33]2[C:38](=[O:39])[NH:37][C:36](=[O:40])[CH:35]=[N:34]2)[CH:21]=[CH:22][C:23]=1[C:24](=[O:32])[C:25]1[CH:30]=[CH:29][C:28]([Cl:31])=[CH:27][CH:26]=1.Cl. The catalyst is C(OCC)C.C1COCC1. (2) The reactants are [NH2:1][C:2]1[C:7]([C:8]#[N:9])=[C:6]([NH:10][C@H:11]([C:13]2[N:18]=[C:17]3[CH:19]=[CH:20][N:21]([CH3:22])[C:16]3=[CH:15][C:14]=2[N:23]2[CH2:28][CH2:27][O:26][CH2:25][CH2:24]2)[CH3:12])[N:5]=[C:4](S(C)(=O)=O)[N:3]=1.[OH-:33].[Na+]. The catalyst is C1COCC1. The product is [NH2:1][C:2]1[C:7]([C:8]#[N:9])=[C:6]([NH:10][C@H:11]([C:13]2[N:18]=[C:17]3[CH:19]=[CH:20][N:21]([CH3:22])[C:16]3=[CH:15][C:14]=2[N:23]2[CH2:28][CH2:27][O:26][CH2:25][CH2:24]2)[CH3:12])[N:5]=[C:4]([OH:33])[N:3]=1. The yield is 0.120. (3) The reactants are [Cl:1][C:2]1[C:7]([C:8]([F:11])([F:10])[F:9])=[CH:6][C:5]([C:12]2[N:16]=[CH:15][N:14](/[CH:17]=[CH:18]\[C:19]([OH:21])=O)[N:13]=2)=[CH:4][C:3]=1[C:22]([F:25])([F:24])[F:23].[NH:26]([C:28]1[CH:33]=[N:32][CH:31]=[CH:30][N:29]=1)[NH2:27].C(P1(=O)OP(CCC)(=O)OP(CCC)(=O)O1)CC.CCN(C(C)C)C(C)C. The catalyst is C1COCC1.CCOC(C)=O. The product is [Cl:1][C:2]1[C:7]([C:8]([F:10])([F:9])[F:11])=[CH:6][C:5]([C:12]2[N:16]=[CH:15][N:14](/[CH:17]=[CH:18]\[C:19]([NH:27][NH:26][C:28]3[CH:33]=[N:32][CH:31]=[CH:30][N:29]=3)=[O:21])[N:13]=2)=[CH:4][C:3]=1[C:22]([F:24])([F:25])[F:23]. The yield is 0.300. (4) The reactants are [Si:1]([O:8][C@@H:9]1[C@H:17]2[C@@:13]([CH3:26])([C@@H:14]([C@:18]([OH:25])([CH3:24])[CH2:19][C:20](=[CH2:23])[CH2:21]O)[CH2:15][CH2:16]2)[CH2:12][CH2:11][CH2:10]1)([C:4]([CH3:7])([CH3:6])[CH3:5])([CH3:3])[CH3:2].C1C=CC(P(C2C=CC=CC=2)C2C=CC=CC=2)=CC=1.C(Cl)(Cl)(Cl)[Cl:47]. The catalyst is CC#N. The product is [Cl:47][CH2:21][C:20](=[CH2:23])[CH2:19][C@@:18]([C@@H:14]1[C@:13]2([CH3:26])[C@H:17]([C@@H:9]([O:8][Si:1]([C:4]([CH3:7])([CH3:6])[CH3:5])([CH3:3])[CH3:2])[CH2:10][CH2:11][CH2:12]2)[CH2:16][CH2:15]1)([OH:25])[CH3:24]. The yield is 0.770. (5) The reactants are [Br:1][C:2]1[CH:7]=[CH:6][C:5]([CH2:8][CH2:9][C:10]([S:15]([CH3:18])(=[O:17])=[O:16])([CH3:14])[C:11]([OH:13])=O)=[C:4]([F:19])[CH:3]=1.[O:20]1[CH2:25][CH2:24][CH2:23][CH2:22][CH:21]1[O:26][NH2:27].O.ON1C2C=CC=CC=2N=N1.C(N(CC)CC)C.Cl.CN(C)CCCN=C=NCC. The catalyst is ClCCl.O. The product is [Br:1][C:2]1[CH:7]=[CH:6][C:5]([CH2:8][CH2:9][C:10]([CH3:14])([S:15]([CH3:18])(=[O:17])=[O:16])[C:11]([NH:27][O:26][CH:21]2[CH2:22][CH2:23][CH2:24][CH2:25][O:20]2)=[O:13])=[C:4]([F:19])[CH:3]=1. The yield is 0.799.